From a dataset of Peptide-MHC class I binding affinity with 185,985 pairs from IEDB/IMGT. Regression. Given a peptide amino acid sequence and an MHC pseudo amino acid sequence, predict their binding affinity value. This is MHC class I binding data. (1) The peptide sequence is SDYLELDTI. The MHC is Patr-A0101 with pseudo-sequence Patr-A0101. The binding affinity (normalized) is 0. (2) The peptide sequence is YSDIFNNVL. The MHC is HLA-A24:02 with pseudo-sequence HLA-A24:02. The binding affinity (normalized) is 0.0847. (3) The peptide sequence is LNISGYNYSL. The MHC is HLA-A68:02 with pseudo-sequence HLA-A68:02. The binding affinity (normalized) is 0.125. (4) The peptide sequence is LITNTIAGV. The MHC is HLA-A23:01 with pseudo-sequence HLA-A23:01. The binding affinity (normalized) is 0.0847. (5) The peptide sequence is VHPVHAGPIA. The MHC is HLA-B27:05 with pseudo-sequence HLA-B27:05. The binding affinity (normalized) is 0. (6) The peptide sequence is YQNEVTPEYI. The MHC is HLA-A24:02 with pseudo-sequence HLA-A24:02. The binding affinity (normalized) is 0. (7) The peptide sequence is AEMRAYHGF. The MHC is HLA-A26:01 with pseudo-sequence HLA-A26:01. The binding affinity (normalized) is 0.0847.